From a dataset of Full USPTO retrosynthesis dataset with 1.9M reactions from patents (1976-2016). Predict the reactants needed to synthesize the given product. (1) Given the product [C:18]([C:22]1[CH:26]=[C:25]([CH2:27][NH:28][C:14](=[O:16])[CH:13]([C:4]2[CH:5]=[CH:6][C:7]([CH2:8][S:9]([CH3:12])(=[O:10])=[O:11])=[C:2]([F:1])[CH:3]=2)[CH3:17])[N:24]([C:29]2[CH:34]=[CH:33][CH:32]=[C:31]([Cl:35])[CH:30]=2)[N:23]=1)([CH3:21])([CH3:19])[CH3:20], predict the reactants needed to synthesize it. The reactants are: [F:1][C:2]1[CH:3]=[C:4]([CH:13]([CH3:17])[C:14]([OH:16])=O)[CH:5]=[CH:6][C:7]=1[CH2:8][S:9]([CH3:12])(=[O:11])=[O:10].[C:18]([C:22]1[CH:26]=[C:25]([CH2:27][NH2:28])[N:24]([C:29]2[CH:34]=[CH:33][CH:32]=[C:31]([Cl:35])[CH:30]=2)[N:23]=1)([CH3:21])([CH3:20])[CH3:19].F[B-](F)(F)F.N1(OC(N(C)C)=[N+](C)C)C2C=CC=CC=2N=N1.ON1C2C=CC=CC=2N=N1.C(N(C(C)C)C(C)C)C. (2) Given the product [C:1]([O:5][C:6](=[O:15])[NH:7][C:8]1[CH:9]=[N:10][CH:11]=[CH:12][C:13]=1[C:20]1[CH:21]=[CH:22][CH:23]=[CH:24][C:19]=1[O:18][C:17]([F:16])([F:29])[F:28])([CH3:4])([CH3:3])[CH3:2], predict the reactants needed to synthesize it. The reactants are: [C:1]([O:5][C:6](=[O:15])[NH:7][C:8]1[CH:9]=[N:10][CH:11]=[CH:12][C:13]=1I)([CH3:4])([CH3:3])[CH3:2].[F:16][C:17]([F:29])([F:28])[O:18][C:19]1[CH:24]=[CH:23][CH:22]=[CH:21][C:20]=1B(O)O.